Dataset: Full USPTO retrosynthesis dataset with 1.9M reactions from patents (1976-2016). Task: Predict the reactants needed to synthesize the given product. The reactants are: C1(P(C2CCCCC2)C2CCCCC2)CCCCC1.[B:29]1([B:29]2[O:33][C:32]([CH3:35])([CH3:34])[C:31]([CH3:37])([CH3:36])[O:30]2)[O:33][C:32]([CH3:35])([CH3:34])[C:31]([CH3:37])([CH3:36])[O:30]1.Br[C:39]1[CH:51]=[CH:50][C:42]([C:43](N2CCCC2)=[O:44])=[C:41]([F:52])[CH:40]=1.C([O-])(=[O:55])C.[K+]. Given the product [F:52][C:41]1[CH:40]=[C:39]([B:29]2[O:30][C:31]([CH3:36])([CH3:37])[C:32]([CH3:34])([CH3:35])[O:33]2)[CH:51]=[CH:50][C:42]=1[C:43]([OH:44])=[O:55], predict the reactants needed to synthesize it.